From a dataset of Reaction yield outcomes from USPTO patents with 853,638 reactions. Predict the reaction yield, written as a fraction of the theoretical maximum amount of product (1.0 means a 100% yield; for example, 0.34 means a 34% yield). (1) The reactants are [O:1]=[C:2]1[NH:11][C:10]2[N:9]=[C:8]([O:12][CH:13]([CH3:18])[CH2:14][CH2:15][CH:16]=O)[CH:7]=[CH:6][C:5]=2[CH2:4][CH2:3]1.Cl.[Cl:20][C:21]1[C:26]([Cl:27])=[CH:25][CH:24]=[CH:23][C:22]=1[N:28]1[CH2:33][CH2:32][NH:31][CH2:30][CH2:29]1.CCN(CC)CC.[BH-](OC(C)=O)(OC(C)=O)OC(C)=O.[Na+]. The catalyst is ClCCCl. The product is [Cl:20][C:21]1[C:26]([Cl:27])=[CH:25][CH:24]=[CH:23][C:22]=1[N:28]1[CH2:33][CH2:32][N:31]([CH2:16][CH2:15][CH2:14][CH:13]([CH3:18])[O:12][C:8]2[N:9]=[C:10]3[C:5]([CH2:4][CH2:3][C:2](=[O:1])[NH:11]3)=[CH:6][CH:7]=2)[CH2:30][CH2:29]1. The yield is 0.610. (2) The reactants are Cl.[CH3:2][NH:3][C:4](=[O:12])[C@H:5]([C:8](=[O:11])[O:9][CH3:10])[NH:6][CH3:7].CN(C(ON1N=NC2C=CC=NC1=2)=[N+](C)C)C.F[P-](F)(F)(F)(F)F.CCN(C(C)C)C(C)C.[CH3:46][O:47][CH2:48][C:49]1[CH:54]=[CH:53][C:52]([C:55]2[CH:60]=[CH:59][C:58]([C:61]([OH:63])=O)=[CH:57][CH:56]=2)=[CH:51][CH:50]=1. The catalyst is [Cl-].[Na+].O.CN(C=O)C. The product is [CH3:46][O:47][CH2:48][C:49]1[CH:50]=[CH:51][C:52]([C:55]2[CH:56]=[CH:57][C:58]([C:61](=[O:63])[N:6]([CH:5]([C:4]([NH:3][CH3:2])=[O:12])[C:8]([O:9][CH3:10])=[O:11])[CH3:7])=[CH:59][CH:60]=2)=[CH:53][CH:54]=1. The yield is 0.690. (3) The reactants are Br[CH2:2][C:3]1[N:7]([C:8]2[CH:13]=[CH:12][C:11]([C:14]([F:17])([F:16])[F:15])=[CH:10][C:9]=2[Cl:18])[N:6]=[N:5][C:4]=1[C:19]1[CH:24]=[CH:23][C:22]([O:25][CH3:26])=[CH:21][CH:20]=1.C(=O)([O-])[O-:28].[Ca+2]. The catalyst is O.O1CCOCC1. The product is [Cl:18][C:9]1[CH:10]=[C:11]([C:14]([F:17])([F:16])[F:15])[CH:12]=[CH:13][C:8]=1[N:7]1[C:3]([CH2:2][OH:28])=[C:4]([C:19]2[CH:24]=[CH:23][C:22]([O:25][CH3:26])=[CH:21][CH:20]=2)[N:5]=[N:6]1. The yield is 0.690. (4) The reactants are Br[C:2]1[CH:16]=[CH:15][CH:14]=[CH:13][C:3]=1[C:4]([NH:6][C:7]1[CH:12]=[CH:11][CH:10]=[CH:9][CH:8]=1)=[O:5].C(=O)([O-])[O-].[Na+].[Na+].O. The catalyst is CC(N(C)C)=O.C([O-])(=O)C.[Pd+2].C([O-])(=O)C. The product is [CH:11]1[C:12]2[C:13]3[C:3](=[CH:2][CH:16]=[CH:15][CH:14]=3)[C:4](=[O:5])[NH:6][C:7]=2[CH:8]=[CH:9][CH:10]=1. The yield is 0.520. (5) The reactants are [NH2:1][C@@:2]1([C:11]([OH:13])=[O:12])[CH2:7][CH2:6][C@@H:5]2[C@H:3]1[C@H:4]2[C:8]([OH:10])=[O:9].O1CCOCC1.Cl[C:21]([O:23][CH2:24][CH:25]=[CH2:26])=[O:22]. The catalyst is C(=O)(O)[O-].[Na+].O. The product is [CH2:24]([O:23][C:21]([NH:1][C@@:2]1([C:11]([OH:13])=[O:12])[CH2:7][CH2:6][C@@H:5]2[C@H:3]1[C@H:4]2[C:8]([OH:10])=[O:9])=[O:22])[CH:25]=[CH2:26]. The yield is 0.670.